This data is from Experimentally validated miRNA-target interactions with 360,000+ pairs, plus equal number of negative samples. The task is: Binary Classification. Given a miRNA mature sequence and a target amino acid sequence, predict their likelihood of interaction. (1) The miRNA is hsa-miR-3119 with sequence UGGCUUUUAACUUUGAUGGC. The protein sequence of the target gene is MSVNYAAGLSPYADKGKCGLPEIFDPPEELERKVWELARLMWQSSSVVFHTGAGISTASGIPDFRGPHGVWTMEERGLAPKFDTTFENARPSKTHMALVQLERMGFLSFLVSQNVDGLHVRSGFPRDKLAELHGNMFVEECPKCKTQYVRDTVVGTMGLKATGRLCTVAKTRGLRACRGELRDTILDWEDSLPDRDLMLADEASRTADLSVTLGTSLQIRPSGNLPLATKRRGGRLVIVNLQPTKHDRQADLRIHGYVDEVMCRLMKHLGLEIPAWDGPCVLDKALPPLPRPVALKAEPP.... Result: 0 (no interaction). (2) The miRNA is mmu-miR-34b-5p with sequence AGGCAGUGUAAUUAGCUGAUUGU. The protein sequence of the target gene is MGGKQSTAARSRGPFPGVSTDDSAVPPPGGAPHFGHYRTGGGAMGLRSRSVSSVAGMGMDPSTAGGVPFSLYTPASRGTGDSERAPGGGGSTSDSTYAHGNGYQETGGGHHRDGMLYLGSRASLADALPLHIAPRWFSSHSGFKCPICSKSVASDEMEMHFIMCLSKPRLSYNDDVLTKDAGECVICLEELLQGDTIARLPCLCIYHKSCIDSWFEVNRSCPEHPAD. Result: 1 (interaction). (3) The miRNA is hsa-miR-3658 with sequence UUUAAGAAAACACCAUGGAGAU. The protein sequence of the target gene is MRRRRAGGRTMVERASKFVLVVAGSVCFMLILYQYAGPGLSLGAPGGRAPPDDLDLFPTPDPHYEKKYYFPVRELERSLRFDMKGDDVIVFLHIQKTGGTTFGRHLVQNVRLEVPCDCRPGQKKCTCYRPNRRETWLFSRFSTGWSCGLHADWTELTNCVPGVLDRRDSAALRTPRKFYYITLLRDPVSRYLSEWRHVQRGATWKTSLHMCDGRTPTPEELPPCYEGTDWSGCTLQEFMDCPYNLANNRQVRMLADLSLVGCYNLSFIPEGKRAQLLLESAKKNLRGMAFFGLTEFQRKT.... Result: 1 (interaction).